Dataset: Full USPTO retrosynthesis dataset with 1.9M reactions from patents (1976-2016). Task: Predict the reactants needed to synthesize the given product. (1) The reactants are: [Br:1][C:2]1[C:10]2[C:5](=[N:6][CH:7]=[CH:8][CH:9]=2)[NH:4][CH:3]=1.CCN(P1(N(C)CCCN1C)=NC(C)(C)C)CC.[Si:29](OS(C(F)(F)F)(=O)=O)([CH:36]([CH3:38])[CH3:37])([CH:33]([CH3:35])[CH3:34])[CH:30]([CH3:32])[CH3:31]. Given the product [Br:1][C:2]1[C:10]2[C:5](=[N:6][CH:7]=[CH:8][CH:9]=2)[N:4]([Si:29]([CH:36]([CH3:38])[CH3:37])([CH:33]([CH3:35])[CH3:34])[CH:30]([CH3:32])[CH3:31])[CH:3]=1, predict the reactants needed to synthesize it. (2) Given the product [Cl:1][C:2]1[CH:3]=[C:4]2[C:8](=[CH:9][CH:10]=1)[NH:7][CH:6]=[C:5]2[CH2:11][CH2:12][NH:13][C:14](=[O:23])[C:15]1[CH:20]=[CH:19][C:18]([CH2:21][C:26]2[CH:27]=[CH:28][CH:29]=[C:24]([CH3:33])[CH:25]=2)=[CH:17][CH:16]=1, predict the reactants needed to synthesize it. The reactants are: [Cl:1][C:2]1[CH:3]=[C:4]2[C:8](=[CH:9][CH:10]=1)[NH:7][CH:6]=[C:5]2[CH2:11][CH2:12][NH:13][C:14](=[O:23])[C:15]1[CH:20]=[CH:19][C:18]([CH2:21]Cl)=[CH:17][CH:16]=1.[C:24]1([CH3:33])[CH:29]=[CH:28][CH:27]=[C:26](B(O)O)[CH:25]=1.C(=O)([O-])[O-].[Na+].[Na+].[I-].[Na+]. (3) Given the product [F:44][C:45]([F:50])([F:49])[C:46]([OH:48])=[O:47].[NH2:7][C@H:8]([CH2:33][C:34]1[CH:39]=[C:38]([F:40])[C:37]([F:41])=[CH:36][C:35]=1[F:42])[CH2:9][C:10]([N:11]1[CH2:20][C:19]2[N:15]([CH:16]=[N:17][C:18]=2[C:21]([N:23]2[CH2:27][CH2:26][CH2:25][CH2:24]2)=[O:22])[C:14]2[CH:28]=[CH:29][CH:30]=[CH:31][C:13]=2[CH2:12]1)=[O:32], predict the reactants needed to synthesize it. The reactants are: C(OC(=O)[NH:7][C@H:8]([CH2:33][C:34]1[CH:39]=[C:38]([F:40])[C:37]([F:41])=[CH:36][C:35]=1[F:42])[CH2:9][C:10](=[O:32])[N:11]1[CH2:20][C:19]2[N:15]([CH:16]=[N:17][C:18]=2[C:21]([N:23]2[CH2:27][CH2:26][CH2:25][CH2:24]2)=[O:22])[C:14]2[CH:28]=[CH:29][CH:30]=[CH:31][C:13]=2[CH2:12]1)(C)(C)C.[F:44][C:45]([F:50])([F:49])[C:46]([OH:48])=[O:47]. (4) Given the product [CH3:35][N:31]1[C:30]2[C:36]([CH3:38])=[CH:37][C:27]([C:25]([C:21]3[N:22]=[CH:23][N:24]=[C:19]([N:14]4[CH2:13][CH2:12][C:5]5([O:4][C:3](=[O:17])[NH:2][C:7]6[N:8]=[CH:9][CH:10]=[CH:11][C:6]5=6)[CH2:16][CH2:15]4)[CH:20]=3)=[O:26])=[CH:28][C:29]=2[O:33][C:32]1=[O:34], predict the reactants needed to synthesize it. The reactants are: Cl.[NH:2]1[C:7]2[N:8]=[CH:9][CH:10]=[CH:11][C:6]=2[C:5]2([CH2:16][CH2:15][NH:14][CH2:13][CH2:12]2)[O:4][C:3]1=[O:17].Cl[C:19]1[N:24]=[CH:23][N:22]=[C:21]([C:25]([C:27]2[CH:37]=[C:36]([CH3:38])[C:30]3[N:31]([CH3:35])[C:32](=[O:34])[O:33][C:29]=3[CH:28]=2)=[O:26])[CH:20]=1.CCN(C(C)C)C(C)C. (5) Given the product [CH:18]([C:21]1[CH:26]=[CH:25][CH:24]=[C:23]([CH:27]([CH3:28])[CH3:29])[C:22]=1[NH:30][C:31](=[O:32])[N:10]([CH2:9][C:6]1[CH:5]=[CH:4][C:3]([N:2]([CH3:17])[CH3:1])=[CH:8][CH:7]=1)[C:11]1[CH:16]=[CH:15][CH:14]=[CH:13][CH:12]=1)([CH3:19])[CH3:20], predict the reactants needed to synthesize it. The reactants are: [CH3:1][N:2]([CH3:17])[C:3]1[CH:8]=[CH:7][C:6]([CH2:9][NH:10][C:11]2[CH:16]=[CH:15][CH:14]=[CH:13][CH:12]=2)=[CH:5][CH:4]=1.[CH:18]([C:21]1[CH:26]=[CH:25][CH:24]=[C:23]([CH:27]([CH3:29])[CH3:28])[C:22]=1[N:30]=[C:31]=[O:32])([CH3:20])[CH3:19]. (6) Given the product [CH2:1]1[CH:9]2[N:4]([CH2:5][CH2:6][CH:7]([C:10]3[C:18]4[C:13](=[CH:14][CH:15]=[CH:16][N:17]=4)[N:12]([S:29]([C:19]4[C:28]5[C:23](=[CH:24][CH:25]=[CH:26][CH:27]=5)[CH:22]=[CH:21][CH:20]=4)(=[O:31])=[O:30])[CH:11]=3)[CH2:8]2)[CH2:3][CH2:2]1, predict the reactants needed to synthesize it. The reactants are: [CH2:1]1[CH:9]2[N:4]([CH2:5][CH2:6][CH:7]([C:10]3[C:18]4[C:13](=[CH:14][CH:15]=[CH:16][N:17]=4)[NH:12][CH:11]=3)[CH2:8]2)[CH2:3][CH2:2]1.[C:19]1([S:29](Cl)(=[O:31])=[O:30])[C:28]2[C:23](=[CH:24][CH:25]=[CH:26][CH:27]=2)[CH:22]=[CH:21][CH:20]=1.C[Si]([N-][Si](C)(C)C)(C)C.[Na+]. (7) The reactants are: C([O:3][C:4]1[CH:5]([CH2:13][CH:14]([CH2:18][C:19]2[CH:28]=[CH:27][C:26]3[C:21](=[C:22]([O:29][CH2:30][CH2:31][O:32][CH3:33])[CH:23]=[CH:24][CH:25]=3)[CH:20]=2)[CH:15]([CH3:17])[CH3:16])[N:6]=C(OCC)CN=1)C.Cl.[C:35](=[O:38])(O)[O-].[Na+].[C:40](#N)C. Given the product [NH2:6][CH:5]([CH2:13][CH:14]([CH2:18][C:19]1[CH:28]=[CH:27][C:26]2[C:21](=[C:22]([O:29][CH2:30][CH2:31][O:32][CH3:33])[CH:23]=[CH:24][CH:25]=2)[CH:20]=1)[CH:15]([CH3:16])[CH3:17])[C:4]([O:38][CH2:35][CH3:40])=[O:3], predict the reactants needed to synthesize it. (8) Given the product [CH2:2]([O:4][C:5]1[CH:10]=[CH:9][C:8]([CH2:11][CH2:12]/[CH:13]=[CH:58]/[C@H:55]2[CH2:54][CH2:53][C@H:52]([C:49]3[CH:50]=[CH:51][C:46]([O:45][CH2:41][CH3:42])=[C:47]([F:61])[C:48]=3[F:60])[CH2:57][CH2:56]2)=[C:7]([F:33])[C:6]=1[F:34])[CH3:3], predict the reactants needed to synthesize it. The reactants are: [Br-].[CH2:2]([O:4][C:5]1[CH:10]=[CH:9][C:8]([CH2:11][CH2:12][CH2:13][P+](C2C=CC=CC=2)(C2C=CC=CC=2)C2C=CC=CC=2)=[C:7]([F:33])[C:6]=1[F:34])[CH3:3].CC(C)([O-])C.[K+].[CH2:41]([O:45][C:46]1[CH:51]=[CH:50][C:49]([C@H:52]2[CH2:57][CH2:56][C@H:55]([CH:58]=O)[CH2:54][CH2:53]2)=[C:48]([F:60])[C:47]=1[F:61])[CH2:42]CC.O.